Regression. Given two drug SMILES strings and cell line genomic features, predict the synergy score measuring deviation from expected non-interaction effect. From a dataset of NCI-60 drug combinations with 297,098 pairs across 59 cell lines. (1) Drug 1: CC=C1C(=O)NC(C(=O)OC2CC(=O)NC(C(=O)NC(CSSCCC=C2)C(=O)N1)C(C)C)C(C)C. Drug 2: C#CCC(CC1=CN=C2C(=N1)C(=NC(=N2)N)N)C3=CC=C(C=C3)C(=O)NC(CCC(=O)O)C(=O)O. Cell line: SK-MEL-28. Synergy scores: CSS=45.9, Synergy_ZIP=-0.126, Synergy_Bliss=-2.46, Synergy_Loewe=-15.9, Synergy_HSA=-1.57. (2) Drug 1: CCN(CC)CCNC(=O)C1=C(NC(=C1C)C=C2C3=C(C=CC(=C3)F)NC2=O)C. Drug 2: C1CCC(C(C1)N)N.C(=O)(C(=O)[O-])[O-].[Pt+4]. Cell line: IGROV1. Synergy scores: CSS=16.1, Synergy_ZIP=-5.61, Synergy_Bliss=-3.21, Synergy_Loewe=-7.43, Synergy_HSA=-5.59. (3) Drug 1: CNC(=O)C1=CC=CC=C1SC2=CC3=C(C=C2)C(=NN3)C=CC4=CC=CC=N4. Cell line: NCI-H460. Drug 2: CN(CCCl)CCCl.Cl. Synergy scores: CSS=7.54, Synergy_ZIP=-0.237, Synergy_Bliss=-7.46, Synergy_Loewe=-26.3, Synergy_HSA=-11.8. (4) Drug 1: CC1C(C(CC(O1)OC2CC(CC3=C2C(=C4C(=C3O)C(=O)C5=C(C4=O)C(=CC=C5)OC)O)(C(=O)CO)O)N)O.Cl. Drug 2: CC1C(C(CC(O1)OC2CC(CC3=C2C(=C4C(=C3O)C(=O)C5=C(C4=O)C(=CC=C5)OC)O)(C(=O)C)O)N)O.Cl. Cell line: MCF7. Synergy scores: CSS=22.5, Synergy_ZIP=1.46, Synergy_Bliss=4.67, Synergy_Loewe=-6.38, Synergy_HSA=5.41. (5) Cell line: OVCAR-8. Drug 1: C(=O)(N)NO. Synergy scores: CSS=5.16, Synergy_ZIP=-3.00, Synergy_Bliss=-1.24, Synergy_Loewe=-1.59, Synergy_HSA=1.02. Drug 2: COCCOC1=C(C=C2C(=C1)C(=NC=N2)NC3=CC=CC(=C3)C#C)OCCOC.Cl. (6) Drug 1: CC12CCC3C(C1CCC2=O)CC(=C)C4=CC(=O)C=CC34C. Drug 2: C1=NNC2=C1C(=O)NC=N2. Cell line: M14. Synergy scores: CSS=31.0, Synergy_ZIP=0.202, Synergy_Bliss=1.50, Synergy_Loewe=1.77, Synergy_HSA=1.43.